This data is from Catalyst prediction with 721,799 reactions and 888 catalyst types from USPTO. The task is: Predict which catalyst facilitates the given reaction. (1) Reactant: [CH:1]([C:4]1[CH:9]=[CH:8][C:7]([C:10]2[N:11]=[C:12]([NH:15][CH2:16][C:17]3[S:18][CH:19]=[CH:20][CH:21]=3)[S:13][CH:14]=2)=[CH:6][CH:5]=1)([CH3:3])[CH3:2].Br[CH2:23][C:24]([O:26][C:27]([CH3:30])([CH3:29])[CH3:28])=[O:25].[H-].[Na+]. Product: [C:27]([O:26][C:24](=[O:25])[CH2:23][N:15]([CH2:16][C:17]1[S:18][CH:19]=[CH:20][CH:21]=1)[C:12]1[S:13][CH:14]=[C:10]([C:7]2[CH:6]=[CH:5][C:4]([CH:1]([CH3:3])[CH3:2])=[CH:9][CH:8]=2)[N:11]=1)([CH3:30])([CH3:29])[CH3:28]. The catalyst class is: 1. (2) Reactant: [Na+].[Cl:2][C:3]1[CH:4]=[CH:5][C:6]2[S:10][C:9]([C:11]([O-:13])=O)=[N:8][C:7]=2[CH:14]=1.[C:15]([O:19][C:20](=[O:42])[C@@H:21]([NH:25][S:26]([C:29]1[CH:34]=[CH:33][C:32]([C:35]2[CH:40]=[CH:39][C:38]([NH2:41])=[CH:37][CH:36]=2)=[CH:31][CH:30]=1)(=[O:28])=[O:27])[CH:22]([CH3:24])[CH3:23])([CH3:18])([CH3:17])[CH3:16].F[P-](F)(F)(F)(F)F.N1(O[P+](N(C)C)(N(C)C)N(C)C)C2C=CC=CC=2N=N1.C(N(CC)C(C)C)(C)C. Product: [C:15]([O:19][C:20](=[O:42])[C@@H:21]([NH:25][S:26]([C:29]1[CH:30]=[CH:31][C:32]([C:35]2[CH:36]=[CH:37][C:38]([NH:41][C:11]([C:9]3[S:10][C:6]4[CH:5]=[CH:4][C:3]([Cl:2])=[CH:14][C:7]=4[N:8]=3)=[O:13])=[CH:39][CH:40]=2)=[CH:33][CH:34]=1)(=[O:28])=[O:27])[CH:22]([CH3:24])[CH3:23])([CH3:17])([CH3:18])[CH3:16]. The catalyst class is: 650. (3) Reactant: [NH2:1][C:2]1[N:7]=[C:6]([OH:8])[CH:5]=[C:4]([NH2:9])[N:3]=1.C([O-])(=O)C.[Na+].Br[CH2:16][C:17]([C:19]1[CH:28]=[CH:27][C:22]([C:23]([O:25][CH3:26])=[O:24])=[CH:21][CH:20]=1)=O. Product: [NH2:1][C:2]1[N:7]=[C:6]([OH:8])[C:5]2[CH:16]=[C:17]([C:19]3[CH:28]=[CH:27][C:22]([C:23]([O:25][CH3:26])=[O:24])=[CH:21][CH:20]=3)[NH:9][C:4]=2[N:3]=1. The catalyst class is: 72. (4) Reactant: [Cl:1][C:2]1[CH:3]=[CH:4][C:5]2[N:11]3[CH:12]=[CH:13][CH:14]=[C:10]3[C@@H:9]([CH2:15][CH2:16][C:17](O)=[O:18])[O:8][C@H:7]([C:20]3[CH:25]=[CH:24][CH:23]=[C:22]([O:26][CH3:27])[C:21]=3[O:28][CH3:29])[C:6]=2[CH:30]=1.F[P-](F)(F)(F)(F)F.N1(O[P+](N(C)C)(N(C)C)N(C)C)C2C=CC=C[C:41]=2N=N1.[NH2:58][C:59]1[CH:60]=[C:61]([CH:66]=[CH:67][N:68]=1)[C:62]([O:64][CH3:65])=[O:63]. Product: [Cl:1][C:2]1[CH:3]=[CH:4][C:5]2[N:11]3[CH:12]=[CH:13][CH:14]=[C:10]3[C@@H:9]([CH2:15][CH2:16][C:17]([NH:58][C:59]3[CH:60]=[C:61]([CH:66]=[CH:67][N:68]=3)[C:62]([O:64][CH2:65][CH3:41])=[O:63])=[O:18])[O:8][C@H:7]([C:20]3[CH:25]=[CH:24][CH:23]=[C:22]([O:26][CH3:27])[C:21]=3[O:28][CH3:29])[C:6]=2[CH:30]=1. The catalyst class is: 66. (5) Reactant: [C:1]1([NH:7][NH2:8])[CH:6]=[CH:5][CH:4]=[CH:3][CH:2]=1.O=C(CC(OC)=O)CC(OC)=O.C(OC(OCC)(OCC)C)C.NCC1C=NC=CC=1.[CH3:40][C:41]1[N:42]([CH2:70][C:71]2[CH:72]=[N:73][CH:74]=[CH:75][CH:76]=2)[C:43](=[O:69])[CH:44]=[C:45]2N(C(=O)CCCOC3C=CC=CC=3)N(C3C=CC=CC=3)[C:47](=[O:68])[C:46]=12.C(N(CC)CC)(C)C.[CH3:85][O:86][C:87]1[CH:88]=[C:89]([CH2:93][C:94](Cl)=[O:95])[CH:90]=[CH:91][CH:92]=1. Product: [CH3:85][O:86][C:87]1[CH:88]=[C:89]([CH2:93][C:94]([N:8]2[C:45]3[C:46](=[C:41]([CH3:40])[N:42]([CH2:70][C:71]4[CH:72]=[N:73][CH:74]=[CH:75][CH:76]=4)[C:43](=[O:69])[CH:44]=3)[C:47](=[O:68])[N:7]2[C:1]2[CH:6]=[CH:5][CH:4]=[CH:3][CH:2]=2)=[O:95])[CH:90]=[CH:91][CH:92]=1. The catalyst class is: 3. (6) Reactant: C(OC(=O)[CH2:5][CH2:6][C:7]1[C:12]([C:13]([O:15]C)=O)=[CH:11][N:10]=[CH:9][CH:8]=1)C.[H-].[Na+].CO. Product: [CH:11]1[C:12]2[C:13](=[O:15])[CH2:5][CH2:6][C:7]=2[CH:8]=[CH:9][N:10]=1. The catalyst class is: 7. (7) Reactant: [C:1]([C@H:4]1[CH2:8][CH2:7][N:6]([C:9]([O:11][C:12]([CH3:15])([CH3:14])[CH3:13])=[O:10])[CH2:5]1)(=[O:3])[CH3:2].[BH4-].[Na+]. Product: [OH:3][CH:1]([C@H:4]1[CH2:8][CH2:7][N:6]([C:9]([O:11][C:12]([CH3:13])([CH3:15])[CH3:14])=[O:10])[CH2:5]1)[CH3:2]. The catalyst class is: 5.